From a dataset of Full USPTO retrosynthesis dataset with 1.9M reactions from patents (1976-2016). Predict the reactants needed to synthesize the given product. (1) Given the product [CH3:24][O:25][C:26]1[CH:27]=[C:28]([NH:38][C:39]2[N:41]=[CH:3][C:4]3[CH2:8][CH2:7][CH:6]([C:9]([O:11][CH2:12][CH3:13])=[O:10])[C:5]=3[N:40]=2)[CH:29]=[CH:30][C:31]=1[N:32]1[CH:36]=[C:35]([CH3:37])[N:34]=[CH:33]1, predict the reactants needed to synthesize it. The reactants are: CN(C)[CH:3]=[C:4]1[CH2:8][CH2:7][CH:6]([C:9]([O:11][CH2:12][CH3:13])=[O:10])[C:5]1=O.[N+]([O-])(O)=O.[N+]([O-])(O)=O.[CH3:24][O:25][C:26]1[CH:27]=[C:28]([NH:38][C:39]([NH2:41])=[NH:40])[CH:29]=[CH:30][C:31]=1[N:32]1[CH:36]=[C:35]([CH3:37])[N:34]=[CH:33]1. (2) Given the product [OH:33][C@@H:27]1[CH2:26][N:25]([CH2:24][CH2:23][CH2:22][C@@H:19]2[N:14]3[C:15](=[O:18])[C@H:16]([CH3:17])[NH:11][CH2:12][C:13]3([CH3:34])[O:21][CH2:20]2)[CH2:32][CH2:31][C:28]21[CH2:30][CH2:29]2, predict the reactants needed to synthesize it. The reactants are: C(OC([N:11]1[C@@H:16]([CH3:17])[C:15](=[O:18])[N:14]2[C@@H:19]([CH2:22][CH2:23][CH2:24][N:25]3[CH2:32][CH2:31][C:28]4([CH2:30][CH2:29]4)[C@H:27]([OH:33])[CH2:26]3)[CH2:20][O:21][C:13]2([CH3:34])[CH2:12]1)=O)C1C=CC=CC=1. (3) Given the product [Cl:15][C:16]1[C:17]([NH:22][S:2]([C:5]2[CH:14]=[CH:13][C:8]([C:9]([O:11][CH3:12])=[O:10])=[CH:7][CH:6]=2)(=[O:4])=[O:3])=[N:18][CH:19]=[CH:20][CH:21]=1, predict the reactants needed to synthesize it. The reactants are: Cl[S:2]([C:5]1[CH:14]=[CH:13][C:8]([C:9]([O:11][CH3:12])=[O:10])=[CH:7][CH:6]=1)(=[O:4])=[O:3].[Cl:15][C:16]1[C:17]([NH2:22])=[N:18][CH:19]=[CH:20][CH:21]=1. (4) Given the product [CH3:36][C:35]([NH:27][C:3]12[CH2:4][O:5][CH:6]([CH2:7][N:8]3[C:13](=[O:14])[C:12]([OH:15])=[C:11]([C:16]([NH:18][CH2:19][C:20]4[CH:21]=[CH:22][C:23]([F:26])=[CH:24][CH:25]=4)=[O:17])[N:10]=[C:9]31)[CH2:1][CH2:2]2)=[O:37], predict the reactants needed to synthesize it. The reactants are: [CH2:1]1[CH:6]2[CH2:7][N:8]3[C:13](=[O:14])[C:12]([OH:15])=[C:11]([C:16]([NH:18][CH2:19][C:20]4[CH:25]=[CH:24][C:23]([F:26])=[CH:22][CH:21]=4)=[O:17])[N:10]=[C:9]3[C:3]([NH2:27])([CH2:4][O:5]2)[CH2:2]1.CCN(CC)CC.[C:35](Cl)(=[O:37])[CH3:36]. (5) Given the product [NH2:26][C:4]1[N:3]=[C:2]([C:34]2[CH:33]=[CH:32][C:29]([C:30]#[N:31])=[C:28]([F:27])[CH:35]=2)[CH:7]=[C:6]([N:8]2[CH2:13][CH2:12][O:11][CH:10]([C:14]3[NH:15][CH:16]=[C:17]([C:19]4[CH:24]=[CH:23][C:22]([Cl:25])=[CH:21][CH:20]=4)[N:18]=3)[CH2:9]2)[N:5]=1, predict the reactants needed to synthesize it. The reactants are: Cl[C:2]1[CH:7]=[C:6]([N:8]2[CH2:13][CH2:12][O:11][CH:10]([C:14]3[NH:15][CH:16]=[C:17]([C:19]4[CH:24]=[CH:23][C:22]([Cl:25])=[CH:21][CH:20]=4)[N:18]=3)[CH2:9]2)[N:5]=[C:4]([NH2:26])[N:3]=1.[F:27][C:28]1[CH:35]=[C:34](B2OC(C)(C)C(C)(C)O2)[CH:33]=[CH:32][C:29]=1[C:30]#[N:31].C([O-])([O-])=O.[Na+].[Na+].